From a dataset of Full USPTO retrosynthesis dataset with 1.9M reactions from patents (1976-2016). Predict the reactants needed to synthesize the given product. (1) Given the product [C:12]([O:15][C:16]1[CH:21]=[CH:20][C:19]([C:22](=[O:31])[NH:23][C:24]2[S:25][CH:26]=[C:27]([S:32]([CH3:2])(=[O:36])=[O:34])[N:28]=2)=[CH:18][CH:17]=1)(=[O:14])[CH3:13], predict the reactants needed to synthesize it. The reactants are: Cl[C:2]1C=CC=C(C(OO)=O)C=1.[C:12]([O:15][C:16]1[CH:21]=[CH:20][C:19]([C:22](=[O:31])[NH:23][C:24]2[S:25][CH:26]=[C:27](SC)[N:28]=2)=[CH:18][CH:17]=1)(=[O:14])[CH3:13].[S:32]([O-:36])([O-])(=[O:34])=S.[Na+].[Na+]. (2) Given the product [CH3:14][O:15][N:16]=[C:17]1[C:25]2[C:20](=[CH:21][N:22]=[C:23]([CH3:1])[CH:24]=2)[O:19][CH2:18]1, predict the reactants needed to synthesize it. The reactants are: [CH2:1](OC(=O)C1C=CN=C(C)C=1Cl)C.[CH3:14][O:15][N:16]=[C:17]1[C:25]2[C:20](=[CH:21][N:22]=[C:23](Cl)[CH:24]=2)[O:19][CH2:18]1. (3) Given the product [C:1]([N:8]1[CH2:9][CH2:10][N:11]([CH2:21][CH2:22][O:23][CH3:24])[CH2:12][CH2:13]1)([O:3][C:4]([CH3:7])([CH3:6])[CH3:5])=[O:2], predict the reactants needed to synthesize it. The reactants are: [C:1]([N:8]1[CH2:13][CH2:12][NH:11][CH2:10][CH2:9]1)([O:3][C:4]([CH3:7])([CH3:6])[CH3:5])=[O:2].C([O-])([O-])=O.[K+].[K+].Br[CH2:21][CH2:22][O:23][CH3:24].